Dataset: Peptide-MHC class I binding affinity with 185,985 pairs from IEDB/IMGT. Task: Regression. Given a peptide amino acid sequence and an MHC pseudo amino acid sequence, predict their binding affinity value. This is MHC class I binding data. (1) The peptide sequence is GSEVPGFCH. The MHC is HLA-A11:01 with pseudo-sequence HLA-A11:01. The binding affinity (normalized) is 0.0847. (2) The peptide sequence is QTNPYPTGP. The MHC is Mamu-B08 with pseudo-sequence Mamu-B08. The binding affinity (normalized) is 0. (3) The peptide sequence is LWVTDNNRSF. The binding affinity (normalized) is 0. The MHC is HLA-A02:01 with pseudo-sequence HLA-A02:01.